This data is from Reaction yield outcomes from USPTO patents with 853,638 reactions. The task is: Predict the reaction yield, written as a fraction of the theoretical maximum amount of product (1.0 means a 100% yield; for example, 0.34 means a 34% yield). (1) The reactants are [C:1]([O:5][C:6](=[O:19])[CH2:7][C@@H:8]([CH2:17][NH2:18])[CH2:9][C@H:10]([CH3:16])[CH2:11][CH2:12][CH2:13][CH2:14][CH3:15])([CH3:4])([CH3:3])[CH3:2].C(OC(=O)C[C@@H](CN=[N+]=[N-])C[C@@H](C)CCCCC)(C)(C)C. No catalyst specified. The product is [C:1]([O:5][C:6](=[O:19])[CH2:7][C@@H:8]([CH2:17][NH2:18])[CH2:9][C@@H:10]([CH3:16])[CH2:11][CH2:12][CH2:13][CH2:14][CH3:15])([CH3:2])([CH3:4])[CH3:3]. The yield is 0.720. (2) The reactants are B(Br)(Br)Br.[C:5]12([C:15]([C:17]3[C:22]([O:23]C)=[CH:21][C:20]([O:25]C)=[CH:19][C:18]=3[Cl:27])=[O:16])[CH2:14][CH:9]3[CH2:10][CH:11]([CH2:13][CH:7]([CH2:8]3)[CH2:6]1)[CH2:12]2.O. The catalyst is C(Cl)Cl. The product is [C:5]12([C:15]([C:17]3[C:22]([OH:23])=[CH:21][C:20]([OH:25])=[CH:19][C:18]=3[Cl:27])=[O:16])[CH2:6][CH:7]3[CH2:8][CH:9]([CH2:10][CH:11]([CH2:13]3)[CH2:12]1)[CH2:14]2. The yield is 0.300.